From a dataset of Forward reaction prediction with 1.9M reactions from USPTO patents (1976-2016). Predict the product of the given reaction. (1) Given the reactants [F:1][C:2]([F:23])([F:22])[C:3]1[CH:17]=[C:16]([C:18]([F:21])([F:20])[F:19])[CH:15]=[CH:14][C:4]=1[CH2:5][N:6]1[CH2:11][CH2:10][CH:9]([CH:12]=O)[CH2:8][CH2:7]1.[CH3:24]C(C)([O-])C.[K+].CI.[Cl-].[NH4+].[CH3:34][NH:35][C:36]1[CH2:40][S:39][C:38](=[O:41])[N:37]=1, predict the reaction product. The product is: [F:1][C:2]([F:23])([F:22])[C:3]1[CH:17]=[C:16]([C:18]([F:21])([F:20])[F:19])[CH:15]=[CH:14][C:4]=1[CH2:5][N:6]1[CH2:11][CH2:10][C:9](/[CH:24]=[C:40]2/[C:36]([NH:35][CH3:34])=[N:37][C:38](=[O:41])[S:39]/2)([CH3:12])[CH2:8][CH2:7]1. (2) The product is: [F:8][C:9]1[CH:14]=[CH:13][C:12]([B:3]([C:12]2[CH:13]=[CH:14][C:9]([F:8])=[CH:10][CH:11]=2)[O:2][CH3:1])=[CH:11][CH:10]=1. Given the reactants [CH3:1][O:2][B:3](OC)OC.[F:8][C:9]1[CH:14]=[CH:13][C:12]([Mg]Br)=[CH:11][CH:10]=1, predict the reaction product. (3) Given the reactants [C:1]([OH:8])(=[O:7])/[CH:2]=[CH:3]/[C:4]([OH:6])=[O:5].[CH3:9][N:10]([CH3:32])[CH:11]1[C:25]2=[CH:26][CH:22]([O:23][C:24]2=[O:27])[CH:21]2[CH:17]([O:18][C:19](=[O:29])[CH:20]2[CH3:28])[CH2:16][C:15]2([CH3:30])[CH:13]([O:14]2)[CH:12]1[OH:31].CC(C)=O, predict the reaction product. The product is: [C:1]([O-:8])(=[O:7])/[CH:2]=[CH:3]/[C:4]([O-:6])=[O:5].[OH:31][CH:12]1[CH:11]([NH+:10]([CH3:9])[CH3:32])[C:25]2=[CH:26][CH:22]([O:23][C:24]2=[O:27])[CH:21]2[CH:17]([O:18][C:19](=[O:29])[CH:20]2[CH3:28])[CH2:16][C:15]2([CH3:30])[CH:13]1[O:14]2.[OH:31][CH:12]1[CH:11]([NH+:10]([CH3:9])[CH3:32])[C:25]2=[CH:26][CH:22]([O:23][C:24]2=[O:27])[CH:21]2[CH:17]([O:18][C:19](=[O:29])[CH:20]2[CH3:28])[CH2:16][C:15]2([CH3:30])[CH:13]1[O:14]2. (4) Given the reactants [C:1]([O:6][CH2:7][CH2:8][N:9]=[C:10]=[O:11])(=[O:5])[C:2]([CH3:4])=[CH2:3].[CH3:12][C:13]1[C:17]([CH3:18])=[CH:16][NH:15][N:14]=1, predict the reaction product. The product is: [C:1]([O:6][CH2:7][CH2:8][NH:9][C:10]([N:15]1[CH:16]=[C:17]([CH3:18])[C:13]([CH3:12])=[N:14]1)=[O:11])(=[O:5])[C:2]([CH3:4])=[CH2:3]. (5) Given the reactants Br[C:2]1[S:3][C:4]2[C:10]([C:11]3[CH:16]=[CH:15][C:14]([Cl:17])=[CH:13][CH:12]=3)=[C:9]([C@H:18]([O:24][C:25]([CH3:28])([CH3:27])[CH3:26])[C:19]([O:21][CH2:22][CH3:23])=[O:20])[C:8]([CH3:29])=[CH:7][C:5]=2[N:6]=1.[Br:30][C:31]1[CH:36]=[CH:35][C:34](B(O)O)=[CH:33][CH:32]=1.C([O-])([O-])=O.[K+].[K+], predict the reaction product. The product is: [Br:30][C:31]1[CH:36]=[CH:35][C:34]([C:2]2[S:3][C:4]3[C:10]([C:11]4[CH:12]=[CH:13][C:14]([Cl:17])=[CH:15][CH:16]=4)=[C:9]([C@H:18]([O:24][C:25]([CH3:28])([CH3:26])[CH3:27])[C:19]([O:21][CH2:22][CH3:23])=[O:20])[C:8]([CH3:29])=[CH:7][C:5]=3[N:6]=2)=[CH:33][CH:32]=1. (6) The product is: [F:40][C:37]1[CH:38]=[CH:39][C:34]([CH2:33][N:12]2[C:13](=[O:32])[C:14]([C:15]3[NH:20][C:19]4[CH:21]=[CH:22][C:23]([NH:25][S:26]([CH3:29])(=[O:27])=[O:28])=[CH:24][C:18]=4[S:17](=[O:31])(=[O:30])[N:16]=3)=[C:4]([OH:5])[CH:6]3[CH2:11][CH2:10][CH2:9][CH2:8][N:7]23)=[CH:35][CH:36]=1. Given the reactants C(O[C:4]([CH:6]1[CH2:11][CH2:10][CH2:9][CH2:8][N:7]1[N:12]([CH2:33][C:34]1[CH:39]=[CH:38][C:37]([F:40])=[CH:36][CH:35]=1)[C:13](=[O:32])[CH2:14][C:15]1[NH:20][C:19]2[CH:21]=[CH:22][C:23]([NH:25][S:26]([CH3:29])(=[O:28])=[O:27])=[CH:24][C:18]=2[S:17](=[O:31])(=[O:30])[N:16]=1)=[O:5])C.[O-]CC.[Na+], predict the reaction product. (7) Given the reactants [CH2:1]([C:3]1[C:11]2[C:6](=[N:7][C:8]([CH3:24])=[C:9]([CH2:19][C:20]([O:22]C)=[O:21])[C:10]=2[C:12]2[CH:17]=[CH:16][C:15]([CH3:18])=[CH:14][CH:13]=2)[S:5][C:4]=1[CH3:25])[CH3:2].[O-2].[Li+].[Li+].Cl, predict the reaction product. The product is: [CH2:1]([C:3]1[C:11]2[C:6](=[N:7][C:8]([CH3:24])=[C:9]([CH2:19][C:20]([OH:22])=[O:21])[C:10]=2[C:12]2[CH:17]=[CH:16][C:15]([CH3:18])=[CH:14][CH:13]=2)[S:5][C:4]=1[CH3:25])[CH3:2].